Dataset: KCNQ2 potassium channel screen with 302,405 compounds. Task: Binary Classification. Given a drug SMILES string, predict its activity (active/inactive) in a high-throughput screening assay against a specified biological target. (1) The compound is Fc1ccc(N2CCN(C(CNC(=O)C(=O)NCCN(C)C)c3cc4OCOc4cc3)CC2)cc1. The result is 0 (inactive). (2) The drug is Clc1c(N2C(=O)C(N(Cc3c(nn(c3)C)C)C(=S)Nc3c(OC)cccc3)CC2=O)c(Cl)ccc1. The result is 0 (inactive).